From a dataset of Peptide-MHC class I binding affinity with 185,985 pairs from IEDB/IMGT. Regression. Given a peptide amino acid sequence and an MHC pseudo amino acid sequence, predict their binding affinity value. This is MHC class I binding data. (1) The MHC is HLA-B57:01 with pseudo-sequence HLA-B57:01. The binding affinity (normalized) is 0.483. The peptide sequence is RSTLANGWY. (2) The peptide sequence is KMTRVFNKF. The MHC is HLA-A32:01 with pseudo-sequence HLA-A32:01. The binding affinity (normalized) is 0.143. (3) The binding affinity (normalized) is 0.0847. The MHC is HLA-A02:12 with pseudo-sequence HLA-A02:12. The peptide sequence is DEEAINLFH. (4) The peptide sequence is RQFPTAAEF. The MHC is Mamu-B3901 with pseudo-sequence Mamu-B3901. The binding affinity (normalized) is 0.505. (5) The peptide sequence is MPARFYPKV. The MHC is Patr-B1301 with pseudo-sequence Patr-B1301. The binding affinity (normalized) is 0.522. (6) The peptide sequence is QRSTLERTSKASLER. The MHC is HLA-B40:01 with pseudo-sequence HLA-B40:01. The binding affinity (normalized) is 0.00560. (7) The peptide sequence is ILATLNTLI. The MHC is HLA-A02:03 with pseudo-sequence HLA-A02:03. The binding affinity (normalized) is 1.00. (8) The peptide sequence is MTYSHHACR. The MHC is HLA-B45:06 with pseudo-sequence HLA-B45:06. The binding affinity (normalized) is 0.213.